From a dataset of NCI-60 drug combinations with 297,098 pairs across 59 cell lines. Regression. Given two drug SMILES strings and cell line genomic features, predict the synergy score measuring deviation from expected non-interaction effect. (1) Drug 1: C(=O)(N)NO. Drug 2: C1CN(CCN1C(=O)CCBr)C(=O)CCBr. Cell line: MDA-MB-435. Synergy scores: CSS=3.56, Synergy_ZIP=-0.369, Synergy_Bliss=1.80, Synergy_Loewe=-2.82, Synergy_HSA=-0.310. (2) Drug 1: CC12CCC3C(C1CCC2O)C(CC4=C3C=CC(=C4)O)CCCCCCCCCS(=O)CCCC(C(F)(F)F)(F)F. Drug 2: C(CC(=O)O)C(=O)CN.Cl. Cell line: HOP-62. Synergy scores: CSS=12.1, Synergy_ZIP=1.19, Synergy_Bliss=-6.13, Synergy_Loewe=-2.31, Synergy_HSA=-5.70. (3) Drug 1: CCCS(=O)(=O)NC1=C(C(=C(C=C1)F)C(=O)C2=CNC3=C2C=C(C=N3)C4=CC=C(C=C4)Cl)F. Synergy scores: CSS=-0.518, Synergy_ZIP=0.639, Synergy_Bliss=-1.06, Synergy_Loewe=-3.17, Synergy_HSA=-3.23. Drug 2: CC12CCC3C(C1CCC2OP(=O)(O)O)CCC4=C3C=CC(=C4)OC(=O)N(CCCl)CCCl.[Na+]. Cell line: EKVX.